From a dataset of Full USPTO retrosynthesis dataset with 1.9M reactions from patents (1976-2016). Predict the reactants needed to synthesize the given product. (1) Given the product [F:11][C:12]1[CH:19]=[CH:18][C:15]([CH2:16][NH:17][C:2]2[C:7]([N+:8]([O-:10])=[O:9])=[CH:6][CH:5]=[CH:4][N:3]=2)=[CH:14][CH:13]=1, predict the reactants needed to synthesize it. The reactants are: F[C:2]1[C:7]([N+:8]([O-:10])=[O:9])=[CH:6][CH:5]=[CH:4][N:3]=1.[F:11][C:12]1[CH:19]=[CH:18][C:15]([CH2:16][NH2:17])=[CH:14][CH:13]=1.C(N(C(C)C)CC)(C)C. (2) Given the product [Cl:1][C:2]1[CH:3]=[CH:4][C:5]([N:8]2[C:13]([OH:14])=[C:12]([C:15]([NH:59][CH2:39][C:40]([OH:42])=[O:41])=[O:16])[C:11](=[O:20])[N:10]([CH2:21][C:22]3[CH:23]=[CH:24][CH:25]=[CH:26][CH:27]=3)[C:9]2=[S:28])=[CH:6][CH:7]=1, predict the reactants needed to synthesize it. The reactants are: [Cl:1][C:2]1[CH:7]=[CH:6][C:5]([N:8]2[C:13]([OH:14])=[C:12]([C:15](OCC)=[O:16])[C:11](=[O:20])[N:10]([CH2:21][C:22]3[CH:27]=[CH:26][CH:25]=[CH:24][CH:23]=3)[C:9]2=[S:28])=[CH:4][CH:3]=1.C1(CNC([CH:39](C(OCC)=O)[C:40]([O:42]CC)=[O:41])=O)C=CC=CC=1.[H-].[Na+].ClC1C=CC([N:59]=C=S)=CC=1. (3) The reactants are: [CH2:1]([O:3][C:4](=[O:29])[CH2:5][CH2:6][C:7]1[N:8]([C:19]2[CH:24]=[CH:23][C:22]([C:25](=[O:27])[NH2:26])=[CH:21][C:20]=2[CH3:28])[C:9]([C:12]2[CH:17]=[CH:16][C:15]([NH2:18])=[CH:14][CH:13]=2)=[CH:10][CH:11]=1)[CH3:2].[CH3:30]OC(OC)OC.[N-:37]=[N+:38]=[N-:39].[Na+]. Given the product [CH2:1]([O:3][C:4](=[O:29])[CH2:5][CH2:6][C:7]1[N:8]([C:19]2[CH:24]=[CH:23][C:22]([C:25](=[O:27])[NH2:26])=[CH:21][C:20]=2[CH3:28])[C:9]([C:12]2[CH:13]=[CH:14][C:15]([N:18]3[CH:30]=[N:39][N:38]=[N:37]3)=[CH:16][CH:17]=2)=[CH:10][CH:11]=1)[CH3:2], predict the reactants needed to synthesize it.